This data is from Reaction yield outcomes from USPTO patents with 853,638 reactions. The task is: Predict the reaction yield, written as a fraction of the theoretical maximum amount of product (1.0 means a 100% yield; for example, 0.34 means a 34% yield). (1) The reactants are Cl[C:2]1[CH:11]=[CH:10][C:9]2[CH2:8][N:7]([C:12]([O:14][C:15]([CH3:18])([CH3:17])[CH3:16])=[O:13])[CH2:6][CH:5]([CH3:19])[C:4]=2[N:3]=1.[NH:20]1[CH2:25][CH2:24][O:23][CH2:22][CH2:21]1.CC(C1C=C(C(C)C)C(C2C=CC=CC=2P(C2CCCCC2)C2CCCCC2)=C(C(C)C)C=1)C.CC(C)([O-])C.[Na+]. The catalyst is C1C=CC(/C=C/C(/C=C/C2C=CC=CC=2)=O)=CC=1.C1C=CC(/C=C/C(/C=C/C2C=CC=CC=2)=O)=CC=1.C1C=CC(/C=C/C(/C=C/C2C=CC=CC=2)=O)=CC=1.[Pd].[Pd].O.C1(C)C=CC=CC=1. The product is [CH3:19][CH:5]1[C:4]2[N:3]=[C:2]([N:20]3[CH2:25][CH2:24][O:23][CH2:22][CH2:21]3)[CH:11]=[CH:10][C:9]=2[CH2:8][N:7]([C:12]([O:14][C:15]([CH3:18])([CH3:17])[CH3:16])=[O:13])[CH2:6]1. The yield is 0.360. (2) The reactants are [Br:1][C:2]1[C:10]2[C:9]3[CH:11]=[CH:12][CH:13]=[CH:14][C:8]=3[O:7][C:6]=2[C:5]([NH2:15])=[C:4]([Br:16])[CH:3]=1.N1C=CC=CC=1.[C:23](Cl)(=[O:25])[CH3:24]. The catalyst is ClCCl. The product is [Br:1][C:2]1[C:10]2[C:9]3[CH:11]=[CH:12][CH:13]=[CH:14][C:8]=3[O:7][C:6]=2[C:5]([NH:15][C:23](=[O:25])[CH3:24])=[C:4]([Br:16])[CH:3]=1. The yield is 0.703. (3) The reactants are [CH2:1]([O:3][C:4](=[O:18])[CH2:5][NH:6][CH2:7][C:8]1[CH:13]=[C:12]([Cl:14])[CH:11]=[CH:10][C:9]=1[N+:15]([O-:17])=[O:16])[CH3:2].[C:19](O[C:19]([O:21][C:22]([CH3:25])([CH3:24])[CH3:23])=[O:20])([O:21][C:22]([CH3:25])([CH3:24])[CH3:23])=[O:20]. The catalyst is ClCCl. The product is [CH2:1]([O:3][C:4](=[O:18])[CH2:5][N:6]([C:19]([O:21][C:22]([CH3:25])([CH3:24])[CH3:23])=[O:20])[CH2:7][C:8]1[CH:13]=[C:12]([Cl:14])[CH:11]=[CH:10][C:9]=1[N+:15]([O-:17])=[O:16])[CH3:2]. The yield is 0.510. (4) The reactants are [Cl:1][C:2]1[CH:7]=[CH:6][CH:5]=[C:4]([N+:8]([O-])=O)[C:3]=1[N:11]1[CH2:16][CH2:15][N:14]([CH2:17][CH2:18][CH2:19][N:20]2[C:28]3[CH2:27][CH2:26][N:25]([S:29]([CH3:32])(=[O:31])=[O:30])[CH2:24][C:23]=3[C:22]([C:33]3[CH:38]=[CH:37][C:36]([C:39]([F:42])([F:41])[F:40])=[CH:35][CH:34]=3)=[N:21]2)[CH2:13][CH2:12]1.C(O)(=O)C. The catalyst is CCO.[Zn]. The product is [Cl:1][C:2]1[C:3]([N:11]2[CH2:16][CH2:15][N:14]([CH2:17][CH2:18][CH2:19][N:20]3[C:28]4[CH2:27][CH2:26][N:25]([S:29]([CH3:32])(=[O:30])=[O:31])[CH2:24][C:23]=4[C:22]([C:33]4[CH:34]=[CH:35][C:36]([C:39]([F:40])([F:41])[F:42])=[CH:37][CH:38]=4)=[N:21]3)[CH2:13][CH2:12]2)=[C:4]([NH2:8])[CH:5]=[CH:6][CH:7]=1. The yield is 1.00. (5) The reactants are [C:1]([O:9][CH:10]1[CH2:15][CH2:14][CH:13]([OH:16])[CH2:12][CH2:11]1)(=[O:8])[C:2]1[CH:7]=[CH:6][CH:5]=[CH:4][CH:3]=1.C(OC=C)(=O)C. The catalyst is C(OC(C)C)(C)C. The product is [C:1]([O:9][C@H:10]1[CH2:15][CH2:14][C@@H:13]([OH:16])[CH2:12][CH2:11]1)(=[O:8])[C:2]1[CH:3]=[CH:4][CH:5]=[CH:6][CH:7]=1. The yield is 0.460. (6) The product is [NH2:1][C:2]1[C:7]([C:8]([NH:10][CH2:11][CH3:12])=[O:9])=[CH:6][N:5]=[CH:4][C:3]=1[NH2:13]. The reactants are [NH2:1][C:2]1[C:7]([C:8]([NH:10][CH2:11][CH3:12])=[O:9])=[CH:6][N:5]=[CH:4][C:3]=1[N+:13]([O-])=O. The yield is 0.519. The catalyst is CO.[Pd]. (7) The catalyst is C(OCC)C.C(O)C. The yield is 0.920. The product is [ClH:35].[CH3:1][NH:2][C:3]1[C:8]2[N:9]=[C:10]([NH:17][CH2:18][CH2:19][C:20]([F:23])([F:21])[F:22])[N:11]=[C:12]([NH:13][CH2:14][CH2:15][CH3:16])[C:7]=2[N:6]=[C:5]([NH:24][CH2:25][CH2:26][CH3:27])[N:4]=1. The reactants are [CH3:1][NH:2][C:3]1[C:8]2[N:9]=[C:10]([NH:17][CH2:18][CH2:19][C:20]([F:23])([F:22])[F:21])[N:11]=[C:12]([NH:13][CH2:14][CH2:15][CH3:16])[C:7]=2[N:6]=[C:5]([NH:24][CH2:25][CH2:26][CH3:27])[N:4]=1.Cl.C(OCC)C.Cl.[Cl:35]C1N=C(NCCC)C2N=C(NC)N=C(NCCC)C=2N=1. (8) The reactants are F[C:2]1[CH:7]=[CH:6][CH:5]=[CH:4][C:3]=1[N+:8]([O-:10])=[O:9].[C:11]1([CH2:17][CH2:18][NH2:19])[CH:16]=[CH:15][CH:14]=[CH:13][CH:12]=1.O. The catalyst is CCO. The product is [N+:8]([C:3]1[CH:4]=[CH:5][CH:6]=[CH:7][C:2]=1[NH:19][CH2:18][CH2:17][C:11]1[CH:16]=[CH:15][CH:14]=[CH:13][CH:12]=1)([O-:10])=[O:9]. The yield is 0.920.